This data is from Forward reaction prediction with 1.9M reactions from USPTO patents (1976-2016). The task is: Predict the product of the given reaction. (1) Given the reactants Cl.[Si]([O:9][C@H:10]1[CH2:14][CH2:13][N:12]([CH2:15][C:16]2[CH:21]=[CH:20][C:19]([CH3:22])=[CH:18][CH:17]=2)[C:11]1=[O:23])(C(C)(C)C)(C)C, predict the reaction product. The product is: [OH:9][C@H:10]1[CH2:14][CH2:13][N:12]([CH2:15][C:16]2[CH:21]=[CH:20][C:19]([CH3:22])=[CH:18][CH:17]=2)[C:11]1=[O:23]. (2) Given the reactants C1N=CN(C(N2C=NC=C2)=O)C=1.[C:13]([O:17][C:18]([NH:20][CH2:21][C:22]([OH:24])=O)=[O:19])([CH3:16])([CH3:15])[CH3:14].[F:25][C:26]([F:30])([F:29])[CH2:27][NH2:28], predict the reaction product. The product is: [CH3:16][C:13]([O:17][C:18](=[O:19])[NH:20][CH2:21][C:22](=[O:24])[NH:28][CH2:27][C:26]([F:30])([F:29])[F:25])([CH3:14])[CH3:15]. (3) Given the reactants [NH2:1][C:2]1[CH:3]=[C:4]([NH:9][C:10](=[O:18])[C:11]2[CH:16]=[CH:15][C:14]([Cl:17])=[N:13][CH:12]=2)[CH:5]=[CH:6][C:7]=1[Cl:8].[Cl:19][C:20]1[CH:28]=[CH:27][C:23]([C:24](O)=[O:25])=[CH:22][CH:21]=1, predict the reaction product. The product is: [Cl:17][C:14]1[CH:15]=[CH:16][C:11]([C:10]([NH:9][C:4]2[CH:5]=[CH:6][C:7]([Cl:8])=[C:2]([NH:1][C:24](=[O:25])[C:23]3[CH:27]=[CH:28][C:20]([Cl:19])=[CH:21][CH:22]=3)[CH:3]=2)=[O:18])=[CH:12][N:13]=1.